Dataset: Catalyst prediction with 721,799 reactions and 888 catalyst types from USPTO. Task: Predict which catalyst facilitates the given reaction. (1) Product: [F:17][C:18]([F:31])([F:30])[S:19]([O:8][CH2:7][CH:4]1[CH2:5][CH2:6][O:1][CH2:2][CH2:3]1)(=[O:21])=[O:20]. Reactant: [O:1]1[CH2:6][CH2:5][CH:4]([CH2:7][OH:8])[CH2:3][CH2:2]1.N1C(C)=CC=CC=1C.[F:17][C:18]([F:31])([F:30])[S:19](O[S:19]([C:18]([F:31])([F:30])[F:17])(=[O:21])=[O:20])(=[O:21])=[O:20]. The catalyst class is: 4. (2) Reactant: [NH2:1][C:2]1[N:7]=[C:6]([C:8]([OH:10])=O)[CH:5]=[CH:4][C:3]=1[NH:11][CH2:12][C:13]1[CH:18]=[CH:17][CH:16]=[C:15]([Br:19])[CH:14]=1.[NH:20]1[CH2:25][CH2:24][O:23][CH2:22][CH2:21]1.Cl.C(N=C=NCCCN(C)C)C.ON1C2N=CC=CC=2N=N1. Product: [NH2:1][C:2]1[N:7]=[C:6]([C:8]([N:20]2[CH2:25][CH2:24][O:23][CH2:22][CH2:21]2)=[O:10])[CH:5]=[CH:4][C:3]=1[NH:11][CH2:12][C:13]1[CH:18]=[CH:17][CH:16]=[C:15]([Br:19])[CH:14]=1. The catalyst class is: 735. (3) Reactant: [NH2:1][C:2]1[N:7]=[C:6]([N:8]2[C@H:13]([CH3:14])[CH2:12][CH2:11][C@H:10]([C:15](O)=[O:16])[CH2:9]2)[CH:5]=[C:4]([C:18]2[CH:23]=[CH:22][C:21]([C:24]#[N:25])=[C:20]([F:26])[CH:19]=2)[N:3]=1.CN(C(ON1N=NC2C=CC=NC1=2)=[N+](C)C)C.F[P-](F)(F)(F)(F)F.CCN(C(C)C)C(C)C.[F:60][C:61]1[CH:62]=[C:63]([CH2:67][NH2:68])[CH:64]=[CH:65][CH:66]=1. Product: [NH2:1][C:2]1[N:7]=[C:6]([N:8]2[C@H:13]([CH3:14])[CH2:12][CH2:11][C@H:10]([C:15]([NH:68][CH2:67][C:63]3[CH:64]=[CH:65][CH:66]=[C:61]([F:60])[CH:62]=3)=[O:16])[CH2:9]2)[CH:5]=[C:4]([C:18]2[CH:23]=[CH:22][C:21]([C:24]#[N:25])=[C:20]([F:26])[CH:19]=2)[N:3]=1. The catalyst class is: 3. (4) Reactant: [CH3:1][N:2]1[C:10]2[C:9](=[O:11])[CH2:8][CH2:7][CH2:6][C:5]=2[C:4]([C:12]([O:14][CH2:15][CH3:16])=[O:13])=[N:3]1.C(C(C(C)(C)C)C(O)=O)(C)(C)C.[CH3:29][N:30]([CH3:33])[CH:31]=O. Product: [CH3:29][N:30]([CH:33]=[C:8]1[C:9](=[O:11])[C:10]2[N:2]([CH3:1])[N:3]=[C:4]([C:12]([O:14][CH2:15][CH3:16])=[O:13])[C:5]=2[CH2:6][CH2:7]1)[CH3:31]. The catalyst class is: 9. (5) The catalyst class is: 27. Product: [Br:19][C:20]1[CH:21]=[CH:22][C:23]([NH:28][C:27](=[O:26])[CH3:29])=[C:24]([C:25]([C:13]2[CH:14]=[N:15][CH:16]=[CH:17][CH:18]=2)=[O:30])[CH:31]=1. Reactant: [Li]CCCC.CCCCCC.Br[C:13]1[CH:14]=[N:15][CH:16]=[CH:17][CH:18]=1.[Br:19][C:20]1[CH:21]=[CH:22][C:23]2[N:28]=[C:27]([CH3:29])[O:26][C:25](=[O:30])[C:24]=2[CH:31]=1.